From a dataset of Full USPTO retrosynthesis dataset with 1.9M reactions from patents (1976-2016). Predict the reactants needed to synthesize the given product. (1) Given the product [Cl:1][C:2]1[CH:11]=[C:10]2[C:5]([CH2:6][CH2:7][N:8]([C:13]3[CH:14]=[N:15][CH:16]=[CH:17][C:18]=3[CH:19]3[CH2:20][CH2:21]3)[C:9]2=[O:12])=[CH:4][C:3]=1[OH:22], predict the reactants needed to synthesize it. The reactants are: [Cl:1][C:2]1[CH:11]=[C:10]2[C:5]([CH2:6][CH2:7][N:8]([C:13]3[CH:14]=[N:15][CH:16]=[CH:17][C:18]=3[CH:19]3[CH2:21][CH2:20]3)[C:9]2=[O:12])=[CH:4][C:3]=1[O:22]C.B(Br)(Br)Br. (2) Given the product [Cl:1][C:2]1[CH:7]=[CH:6][N:5]2[N:8]=[CH:9][C:10]([C:11]([NH:27][C:26]3[C:22]([C:16]4[CH:17]=[C:18]([CH3:21])[CH:19]=[CH:20][C:15]=4[CH3:14])=[N:23][NH:24][CH:25]=3)=[O:12])=[C:4]2[N:3]=1, predict the reactants needed to synthesize it. The reactants are: [Cl:1][C:2]1[CH:7]=[CH:6][N:5]2[N:8]=[CH:9][C:10]([C:11](Cl)=[O:12])=[C:4]2[N:3]=1.[CH3:14][C:15]1[CH:20]=[CH:19][C:18]([CH3:21])=[CH:17][C:16]=1[C:22]1[C:26]([NH2:27])=[CH:25][NH:24][N:23]=1.C(N(CC)CC)C. (3) Given the product [CH3:29][O:28][N:27]([CH3:26])[C:22](=[O:24])[CH2:21][CH2:20][CH2:19][CH2:18][CH2:17][CH2:16][NH:15][C:13]([C:1]1[C:11]2=[C:12]3[C:7](=[CH:8][CH:9]=[CH:10]2)[CH2:6][CH2:5][CH2:4][N:3]3[CH:2]=1)=[O:14], predict the reactants needed to synthesize it. The reactants are: [C:1]1([C:13]([NH:15][CH2:16][CH2:17][CH2:18][CH2:19][CH2:20][CH2:21][C:22]([OH:24])=O)=[O:14])[C:11]2=[C:12]3[C:7](=[CH:8][CH:9]=[CH:10]2)[CH2:6][CH2:5][CH2:4][N:3]3[CH:2]=1.Cl.[CH3:26][NH:27][O:28][CH3:29]. (4) Given the product [CH:1]1([C:7]2[CH:8]=[C:9]([NH2:17])[CH:10]=[C:11]3[C:15]=2[N:14]([CH3:16])[CH:13]=[CH:12]3)[CH2:2][CH2:3][CH2:4][CH2:5][CH2:6]1, predict the reactants needed to synthesize it. The reactants are: [C:1]1([C:7]2[CH:8]=[C:9]([N+:17]([O-])=O)[CH:10]=[C:11]3[C:15]=2[N:14]([CH3:16])[CH:13]=[CH:12]3)[CH2:6][CH2:5][CH2:4][CH2:3][CH:2]=1.C(O)(=O)C. (5) Given the product [Cl:1][C:2]1[C:7]([F:8])=[CH:6][CH:5]=[C:4]([Cl:9])[C:3]=1[CH:10]([C:12]1[C:20]2[C:15](=[N:16][CH:17]=[C:18]([C:31]3[N:32]=[CH:33][N:34]([CH3:36])[CH:35]=3)[CH:19]=2)[NH:14][CH:13]=1)[CH3:11], predict the reactants needed to synthesize it. The reactants are: [Cl:1][C:2]1[C:7]([F:8])=[CH:6][CH:5]=[C:4]([Cl:9])[C:3]=1[CH:10]([C:12]1[C:20]2[C:15](=[N:16][CH:17]=[C:18](B3OC(C)(C)C(C)(C)O3)[CH:19]=2)[NH:14][CH:13]=1)[CH3:11].I[C:31]1[N:32]=[CH:33][N:34]([CH3:36])[CH:35]=1.C(=O)([O-])[O-].[K+].[K+].